Dataset: Merck oncology drug combination screen with 23,052 pairs across 39 cell lines. Task: Regression. Given two drug SMILES strings and cell line genomic features, predict the synergy score measuring deviation from expected non-interaction effect. Drug 1: COc1cc(C2c3cc4c(cc3C(OC3OC5COC(C)OC5C(O)C3O)C3COC(=O)C23)OCO4)cc(OC)c1O. Drug 2: CCN(CC)CCNC(=O)c1c(C)[nH]c(C=C2C(=O)Nc3ccc(F)cc32)c1C. Cell line: T47D. Synergy scores: synergy=-26.4.